Dataset: Catalyst prediction with 721,799 reactions and 888 catalyst types from USPTO. Task: Predict which catalyst facilitates the given reaction. (1) Reactant: [N-:1]=[N+:2]=[N-:3].[Na+].[CH2:5]([O:12][C:13]([N:15]1[CH2:19][C@H:18]([O:20][Si:21]([C:24]([CH3:27])([CH3:26])[CH3:25])([CH3:23])[CH3:22])[CH2:17][C@@H:16]1[CH2:28]OS(C)(=O)=O)=[O:14])[C:6]1[CH:11]=[CH:10][CH:9]=[CH:8][CH:7]=1. Product: [CH2:5]([O:12][C:13]([N:15]1[CH2:19][C@H:18]([O:20][Si:21]([C:24]([CH3:27])([CH3:26])[CH3:25])([CH3:22])[CH3:23])[CH2:17][C@@H:16]1[CH2:28][N:1]=[N+:2]=[N-:3])=[O:14])[C:6]1[CH:7]=[CH:8][CH:9]=[CH:10][CH:11]=1. The catalyst class is: 9. (2) Reactant: [C:1]([O:4][C@H:5]([C:7]#[C:8][CH:9]=[O:10])[CH3:6])(=[O:3])[CH3:2].CC(=CC)C.[O-:16]Cl=O.[Na+]. Product: [C:1]([O:4][C@@H:5]([CH3:6])[C:7]#[C:8][C:9]([OH:16])=[O:10])(=[O:3])[CH3:2]. The catalyst class is: 664.